Dataset: Catalyst prediction with 721,799 reactions and 888 catalyst types from USPTO. Task: Predict which catalyst facilitates the given reaction. (1) Reactant: [Cl:1][C:2]1[CH:3]=[C:4]2[C:10]([C:11]3[N:16]=[C:15]([NH:17][C@H:18]4[CH2:23][CH2:22][CH2:21][N:20]([CH2:24][C:25]([O:27]C(C)(C)C)=[O:26])[CH2:19]4)[C:14]([F:32])=[CH:13][N:12]=3)=[CH:9][NH:8][C:5]2=[N:6][CH:7]=1.FC(F)(F)C(O)=O. Product: [Cl:1][C:2]1[CH:3]=[C:4]2[C:10]([C:11]3[N:16]=[C:15]([NH:17][C@H:18]4[CH2:23][CH2:22][CH2:21][N:20]([CH2:24][C:25]([OH:27])=[O:26])[CH2:19]4)[C:14]([F:32])=[CH:13][N:12]=3)=[CH:9][NH:8][C:5]2=[N:6][CH:7]=1. The catalyst class is: 2. (2) Reactant: [CH:1]([N:4]1[C:8]([C:9]2[O:10][C:11]3[CH:21]=[C:20]([N:22]([CH3:27])[S:23]([CH3:26])(=[O:25])=[O:24])[C:19](B4OC(C)(C)C(C)(C)O4)=[CH:18][C:12]=3[C:13]=2[C:14]([NH:16][CH3:17])=[O:15])=[CH:7][CH:6]=[N:5]1)([CH3:3])[CH3:2].Cl[C:38]1[CH:47]=[CH:46][C:45]2[CH2:44][CH2:43][N:42]3[C:48]4[CH:49]=[CH:50][CH:51]=[C:52]([F:55])[C:53]=4[CH:54]=[C:41]3[C:40]=2[N:39]=1.C([O-])([O-])=O.[K+].[K+].CC(C1C=C(C(C)C)C(C2C=CC=CC=2P(C2CCCCC2)C2CCCCC2)=C(C(C)C)C=1)C. Product: [F:55][C:52]1[C:53]2[CH:54]=[C:41]3[C:40]4[N:39]=[C:38]([C:19]5[C:20]([N:22]([CH3:27])[S:23]([CH3:26])(=[O:25])=[O:24])=[CH:21][C:11]6[O:10][C:9]([C:8]7[N:4]([CH:1]([CH3:3])[CH3:2])[N:5]=[CH:6][CH:7]=7)=[C:13]([C:14]([NH:16][CH3:17])=[O:15])[C:12]=6[CH:18]=5)[CH:47]=[CH:46][C:45]=4[CH2:44][CH2:43][N:42]3[C:48]=2[CH:49]=[CH:50][CH:51]=1. The catalyst class is: 333. (3) Reactant: [F:1][C:2]1[CH:7]=[CH:6][CH:5]=[CH:4][C:3]=1[S:8]([NH:11][C:12]1[C:13]([C:25]([O:27][CH3:28])=[O:26])=[C:14]([CH2:18][CH2:19][CH2:20][CH2:21][C:22]([OH:24])=O)[CH:15]=[CH:16][CH:17]=1)(=[O:10])=[O:9].FC(F)(F)C(OC(=O)C(F)(F)F)=O.[O-]S(C(F)(F)F)(=O)=O.[Ga+3].[O-]S(C(F)(F)F)(=O)=O.[O-]S(C(F)(F)F)(=O)=O. Product: [F:1][C:2]1[CH:7]=[CH:6][CH:5]=[CH:4][C:3]=1[S:8]([NH:11][C:12]1[C:13]([C:25]([O:27][CH3:28])=[O:26])=[C:14]2[CH2:18][CH2:19][CH2:20][CH2:21][C:22](=[O:24])[C:15]2=[CH:16][CH:17]=1)(=[O:9])=[O:10]. The catalyst class is: 68. (4) Reactant: [CH2:1]([O:8][C:9]1[CH:10]=[C:11]2[C:16](=[CH:17][CH:18]=1)[C:15](=[O:19])[N:14]([CH2:20][CH:21]([CH3:23])[CH3:22])[C:13]([CH2:24]O)=[C:12]2[C:26]1[CH:31]=[CH:30][C:29]([Cl:32])=[CH:28][CH:27]=1)[C:2]1[CH:7]=[CH:6][CH:5]=[CH:4][CH:3]=1.S(Cl)([Cl:35])=O.C(=O)([O-])O.[Na+]. Product: [CH2:1]([O:8][C:9]1[CH:10]=[C:11]2[C:16](=[CH:17][CH:18]=1)[C:15](=[O:19])[N:14]([CH2:20][CH:21]([CH3:23])[CH3:22])[C:13]([CH2:24][Cl:35])=[C:12]2[C:26]1[CH:31]=[CH:30][C:29]([Cl:32])=[CH:28][CH:27]=1)[C:2]1[CH:7]=[CH:6][CH:5]=[CH:4][CH:3]=1. The catalyst class is: 11. (5) Reactant: [NH:1]([C:3]1[CH:11]=[CH:10][C:6]([C:7]([OH:9])=[O:8])=[CH:5][CH:4]=1)[NH2:2].C([O:14][C:15]([CH:17]1[CH2:21][CH2:20][CH2:19][C:18]1=O)=O)C.C1(C)C=CC(S(O)(=O)=O)=CC=1. Product: [O:14]=[C:15]1[CH:17]2[CH2:21][CH2:20][CH2:19][C:18]2=[N:2][N:1]1[C:3]1[CH:4]=[CH:5][C:6]([C:7]([OH:9])=[O:8])=[CH:10][CH:11]=1. The catalyst class is: 8. (6) Reactant: [NH2:1][CH:2]1[CH2:5][O:4][CH2:3]1.C(N(CC)C(C)C)(C)C.[N+:15]([C:18]1[CH:26]=[CH:25][C:21]([C:22](Cl)=[O:23])=[CH:20][CH:19]=1)([O-:17])=[O:16]. Product: [N+:15]([C:18]1[CH:19]=[CH:20][C:21]([C:22]([NH:1][CH:2]2[CH2:5][O:4][CH2:3]2)=[O:23])=[CH:25][CH:26]=1)([O-:17])=[O:16]. The catalyst class is: 504.